Dataset: Full USPTO retrosynthesis dataset with 1.9M reactions from patents (1976-2016). Task: Predict the reactants needed to synthesize the given product. (1) Given the product [OH:14][C:9]1[CH:10]=[CH:11][CH:12]=[CH:13][C:8]=1[C:6]1[N:32]([CH2:31][CH2:30][C:26]2[CH:27]=[CH:28][CH:29]=[C:24]([O:23][CH3:22])[CH:25]=2)[C:2](=[O:7])[C:3]2[C:4](=[CH:18][CH:19]=[CH:20][CH:21]=2)[N:5]=1, predict the reactants needed to synthesize it. The reactants are: O=[C:2]1[O:7][C:6]([C:8]2[CH:13]=[CH:12][CH:11]=[CH:10][C:9]=2[O:14]C(=O)C)=[N:5][C:4]2[CH:18]=[CH:19][CH:20]=[CH:21][C:3]1=2.[CH3:22][O:23][C:24]1[CH:25]=[C:26]([CH2:30][CH2:31][NH2:32])[CH:27]=[CH:28][CH:29]=1. (2) Given the product [CH3:25][N:26]([CH2:27][CH:28]1[CH2:33][CH2:32][CH2:31][CH2:30][O:29]1)[C:15]([C:11]1[CH:10]=[C:9]2[C:14](=[CH:13][CH:12]=1)[C:5]([O:4][CH:1]([CH3:2])[CH3:3])=[N:6][C:7]([NH:18][C:19]1[CH:23]=[C:22]([CH3:24])[NH:21][N:20]=1)=[CH:8]2)=[O:17], predict the reactants needed to synthesize it. The reactants are: [CH:1]([O:4][C:5]1[C:14]2[C:9](=[CH:10][C:11]([C:15]([OH:17])=O)=[CH:12][CH:13]=2)[CH:8]=[C:7]([NH:18][C:19]2[CH:23]=[C:22]([CH3:24])[NH:21][N:20]=2)[N:6]=1)([CH3:3])[CH3:2].[CH3:25][NH:26][CH2:27][CH:28]1[CH2:33][CH2:32][CH2:31][CH2:30][O:29]1. (3) Given the product [CH3:1][O:2][C:3]1[C:8]([O:9][CH3:10])=[CH:7][C:6]([CH2:11][O:12][CH3:13])=[CH:5][C:4]=1[C:14](=[O:19])[C:15]([CH3:17])([CH3:16])[CH3:18], predict the reactants needed to synthesize it. The reactants are: [CH3:1][O:2][C:3]1[C:8]([O:9][CH3:10])=[CH:7][C:6]([CH2:11][O:12][CH3:13])=[CH:5][C:4]=1[CH:14]([OH:19])[C:15]([CH3:18])([CH3:17])[CH3:16].